From a dataset of M1 muscarinic receptor antagonist screen with 61,756 compounds. Binary Classification. Given a drug SMILES string, predict its activity (active/inactive) in a high-throughput screening assay against a specified biological target. (1) The molecule is o1c2nc(c3c(CCC3)c2c2ncnc(N3CCNCC3)c12)C(C)C. The result is 1 (active). (2) The drug is OC(c1n(CC)ccn1)c1ccc(N(C)C)cc1. The result is 0 (inactive). (3) The molecule is s1c(C2NC(C3C2C(=O)N(C3=O)c2ccccc2)(CO)C(OC)=O)ccc1. The result is 0 (inactive).